From a dataset of Reaction yield outcomes from USPTO patents with 853,638 reactions. Predict the reaction yield, written as a fraction of the theoretical maximum amount of product (1.0 means a 100% yield; for example, 0.34 means a 34% yield). (1) The reactants are C[Si]([N-][Si](C)(C)C)(C)C.[Li+].[CH3:11][CH:12]([C@H:14]1[CH2:19][O:18][C:16](=[O:17])[CH2:15]1)[CH3:13].[CH2:20](I)[C:21]1[CH:26]=[CH:25][CH:24]=[CH:23][CH:22]=1. The catalyst is C1COCC1. The product is [CH2:20]([C@@H:15]1[C@@H:14]([CH:12]([CH3:13])[CH3:11])[CH2:19][O:18][C:16]1=[O:17])[C:21]1[CH:26]=[CH:25][CH:24]=[CH:23][CH:22]=1. The yield is 0.580. (2) The reactants are [I:1][C:2]1[C:3]([O:27][C:28]2[CH:29]=[C:30]3[C:34](=[CH:35][CH:36]=2)[N:33]([C:37]([NH:39][CH3:40])=[O:38])[CH:32]=[CH:31]3)=[N:4][C:5](N(C(OC2C=CC=CC=2)=O)C(=O)OC2C=CC=CC=2)=[N:6][CH:7]=1.CO.C[NH2:44].O.[CH3:46][N:47](C)[CH:48]=[O:49]. No catalyst specified. The product is [CH3:40][NH:39][C:37]([N:33]1[C:34]2[C:30](=[CH:29][C:28]([O:27][C:3]3[C:2]([I:1])=[CH:7][N:6]=[C:5]([NH:44][C:48]([NH:47][CH3:46])=[O:49])[N:4]=3)=[CH:36][CH:35]=2)[CH:31]=[CH:32]1)=[O:38]. The yield is 0.860.